From a dataset of Forward reaction prediction with 1.9M reactions from USPTO patents (1976-2016). Predict the product of the given reaction. (1) The product is: [Cl:31][C:26]1[CH:27]=[CH:28][CH:29]=[CH:30][C:25]=1[C:6]1[CH:5]=[CH:4][C:3]([C:17]2[N:18]=[CH:19][C:20]([NH2:23])=[N:21][CH:22]=2)=[C:2]([F:1])[CH:7]=1. Given the reactants [F:1][C:2]1[CH:7]=[C:6](B2OC(C)(C)C(C)(C)O2)[CH:5]=[CH:4][C:3]=1[C:17]1[N:18]=[CH:19][C:20]([NH2:23])=[N:21][CH:22]=1.Br[C:25]1[CH:30]=[CH:29][CH:28]=[CH:27][C:26]=1[Cl:31], predict the reaction product. (2) Given the reactants [NH2:1][C:2]1[N:7]=[CH:6][C:5]([C:8]2[CH:45]=[CH:44][C:11]3=[N:12][CH:13]=[C:14]4[C:19]([N:18]([C:20]5[CH:25]=[CH:24][C:23]([N:26]6[CH2:31][CH2:30][N:29](C(OC(C)(C)C)=O)[CH2:28][CH2:27]6)=[C:22]([C:39]([F:42])([F:41])[F:40])[CH:21]=5)[C:17](=[O:43])[CH:16]=[CH:15]4)=[C:10]3[CH:9]=2)=[CH:4][CH:3]=1.C(O)(C(F)(F)F)=O.C(N(CC)CC)C.[CH3:60][C:61]([CH3:84])([O:63][C:64](=[O:83])[NH:65][CH2:66][CH2:67][O:68][CH2:69][CH2:70][O:71][CH2:72][CH2:73][O:74][CH2:75][CH2:76][O:77][CH2:78][CH2:79][C:80](O)=[O:81])[CH3:62].CN(C(ON1N=NC2C=CC=NC1=2)=[N+](C)C)C.F[P-](F)(F)(F)(F)F, predict the reaction product. The product is: [NH2:1][C:2]1[N:7]=[CH:6][C:5]([C:8]2[CH:45]=[CH:44][C:11]3=[N:12][CH:13]=[C:14]4[C:19]([N:18]([C:20]5[CH:25]=[CH:24][C:23]([N:26]6[CH2:31][CH2:30][N:29]([C:80](=[O:81])[CH2:79][CH2:78][O:77][CH2:76][CH2:75][O:74][CH2:73][CH2:72][O:71][CH2:70][CH2:69][O:68][CH2:67][CH2:66][NH:65][C:64](=[O:83])[O:63][C:61]([CH3:60])([CH3:62])[CH3:84])[CH2:28][CH2:27]6)=[C:22]([C:39]([F:42])([F:41])[F:40])[CH:21]=5)[C:17](=[O:43])[CH:16]=[CH:15]4)=[C:10]3[CH:9]=2)=[CH:4][CH:3]=1.